From a dataset of Reaction yield outcomes from USPTO patents with 853,638 reactions. Predict the reaction yield, written as a fraction of the theoretical maximum amount of product (1.0 means a 100% yield; for example, 0.34 means a 34% yield). (1) The product is [Cl:1][C:2]1[CH:7]=[C:6]([Cl:8])[CH:5]=[CH:4][C:3]=1[CH:9]1[C:10]2=[N:11][C:12]3[C:13](=[C:19]([N:23]([CH2:26][CH3:27])[CH2:24][CH3:25])[CH:20]=[CH:21][CH:22]=3)[N:14]2[CH2:15][CH2:16][CH2:17][O:28]1. The reactants are [Cl:1][C:2]1[CH:7]=[C:6]([Cl:8])[CH:5]=[CH:4][C:3]=1[CH:9]([OH:28])[C:10]1[N:14]([CH2:15][CH2:16][CH2:17]O)[C:13]2[C:19]([N:23]([CH2:26][CH3:27])[CH2:24][CH3:25])=[CH:20][CH:21]=[CH:22][C:12]=2[N:11]=1.CS(Cl)(=O)=O.C(=O)([O-])[O-].[K+].[K+]. The catalyst is N1C=CC=CC=1.C(OCC)(=O)C. The yield is 0.260. (2) The reactants are Cl.[NH2:2][C@H:3]([C:6]1[CH:11]=[CH:10][C:9]([Br:12])=[CH:8][CH:7]=1)[CH2:4][OH:5].[C:13](O[C:13]([O:15][C:16]([CH3:19])([CH3:18])[CH3:17])=[O:14])([O:15][C:16]([CH3:19])([CH3:18])[CH3:17])=[O:14].C(=O)(O)[O-].[Na+]. The catalyst is C1COCC1.CCOC(C)=O. The product is [Br:12][C:9]1[CH:10]=[CH:11][C:6]([C@@H:3]([NH:2][C:13](=[O:14])[O:15][C:16]([CH3:19])([CH3:18])[CH3:17])[CH2:4][OH:5])=[CH:7][CH:8]=1. The yield is 0.985. (3) The reactants are [S:1]1[C:5]2[CH:6]=[CH:7][CH:8]=[CH:9][C:4]=2[CH:3]=[C:2]1[C:10]1[CH:11]=[C:12]([CH2:23][CH2:24][CH3:25])[CH:13]=[C:14]2[C:18]=1[NH:17][N:16]=[C:15]2[NH:19][C:20]([NH2:22])=[S:21].Br[CH2:27][CH:28](OCC)OCC.C(=O)([O-])O.[Na+]. The catalyst is C(O)C.C(OCC)(=O)C.O1CCCC1. The product is [S:1]1[C:5]2[CH:6]=[CH:7][CH:8]=[CH:9][C:4]=2[CH:3]=[C:2]1[C:10]1[CH:11]=[C:12]([CH2:23][CH2:24][CH3:25])[CH:13]=[C:14]2[C:18]=1[NH:17][N:16]=[C:15]2[NH:19][C:20]1[S:21][CH:27]=[CH:28][N:22]=1. The yield is 0.490. (4) The reactants are [C:1]([C:5]1[S:9][C:8]2[CH:10]=[C:11]([F:14])[CH:12]=[CH:13][C:7]=2[C:6]=1[NH2:15])([O:3]C)=[O:2].[OH-].[Na+].C(O)(C)C. The catalyst is O. The product is [NH2:15][C:6]1[C:7]2[CH:13]=[CH:12][C:11]([F:14])=[CH:10][C:8]=2[S:9][C:5]=1[C:1]([OH:3])=[O:2]. The yield is 0.947. (5) The reactants are [NH:1]1[C:5]2[CH:6]=[CH:7][C:8]([C:10]([OH:12])=O)=[CH:9][C:4]=2[N:3]=[CH:2]1.[CH2:13]1[C@@H:22]2[C@H:17]([CH2:18][CH2:19][C:20]3[CH:26]=[CH:25][CH:24]=[CH:23][C:21]=32)[NH:16][CH2:15][CH2:14]1.C(Cl)Cl.CO. The catalyst is O. The product is [NH:1]1[C:5]2[CH:6]=[CH:7][C:8]([C:10]([N:16]3[C@@H:17]4[C@H:22]([C:21]5[CH:23]=[CH:24][CH:25]=[CH:26][C:20]=5[CH2:19][CH2:18]4)[CH2:13][CH2:14][CH2:15]3)=[O:12])=[CH:9][C:4]=2[N:3]=[CH:2]1. The yield is 0.310. (6) The reactants are [CH3:1][O:2][C:3]1[CH:10]=[CH:9][C:6]([CH:7]=[O:8])=[CH:5][C:4]=1[C:11]1[C:20]([CH3:21])=[CH:19][C:18]2[C:17]([CH3:23])([CH3:22])[CH2:16][CH:15]([CH3:24])[CH:14]([CH3:25])[C:13]=2[CH:12]=1.[BH4-].[Na+]. The catalyst is CO. The product is [CH3:1][O:2][C:3]1[CH:10]=[CH:9][C:6]([CH2:7][OH:8])=[CH:5][C:4]=1[C:11]1[C:20]([CH3:21])=[CH:19][C:18]2[C:17]([CH3:23])([CH3:22])[CH2:16][CH:15]([CH3:24])[CH:14]([CH3:25])[C:13]=2[CH:12]=1. The yield is 0.980. (7) The reactants are [Cl:1][C:2]1[CH:7]=[C:6]([O:8][C:9]2[C:10](I)=[N:11][C:12]([CH3:15])=[CH:13][CH:14]=2)[CH:5]=[CH:4][N:3]=1.[Br-].[N:18]1[CH:23]=[CH:22][CH:21]=[CH:20][C:19]=1[Zn+].C1COCC1.CC(N(C)C)=O. The catalyst is CCOC(C)=O.C1C=CC([P]([Pd]([P](C2C=CC=CC=2)(C2C=CC=CC=2)C2C=CC=CC=2)([P](C2C=CC=CC=2)(C2C=CC=CC=2)C2C=CC=CC=2)[P](C2C=CC=CC=2)(C2C=CC=CC=2)C2C=CC=CC=2)(C2C=CC=CC=2)C2C=CC=CC=2)=CC=1. The product is [Cl:1][C:2]1[CH:7]=[C:6]([O:8][C:9]2[C:10]([C:19]3[CH:20]=[CH:21][CH:22]=[CH:23][N:18]=3)=[N:11][C:12]([CH3:15])=[CH:13][CH:14]=2)[CH:5]=[CH:4][N:3]=1. The yield is 0.560. (8) The reactants are [NH:1]1[C:5]2[CH:6]=[CH:7][C:8]([CH2:10][OH:11])=[CH:9][C:4]=2[N:3]=[N:2]1.C1C=C[NH+]=CC=1.C1C=C[NH+]=CC=1.[O-][Cr](O[Cr]([O-])(=O)=O)(=O)=O. The catalyst is CC(C)=O. The product is [NH:1]1[C:5]2[CH:6]=[CH:7][C:8]([CH:10]=[O:11])=[CH:9][C:4]=2[N:3]=[N:2]1. The yield is 0.520. (9) The reactants are [F:1][C:2]1[CH:20]=[CH:19][C:5]([O:6][C:7]2[CH:14]=[C:13]([C:15]([F:18])([F:17])[F:16])[CH:12]=[CH:11][C:8]=2[CH:9]=[O:10])=[CH:4][CH:3]=1.P([O-])(O)(O)=[O:22].[Na+].CC(=CC)C.Cl([O-])=O.[Na+].Cl.[S-2].[Na+].[Na+]. The catalyst is CC(O)(C)C.O.C(#N)C.C(OCC)(=O)C. The product is [F:1][C:2]1[CH:20]=[CH:19][C:5]([O:6][C:7]2[CH:14]=[C:13]([C:15]([F:16])([F:17])[F:18])[CH:12]=[CH:11][C:8]=2[C:9]([OH:22])=[O:10])=[CH:4][CH:3]=1. The yield is 0.820.